From a dataset of Full USPTO retrosynthesis dataset with 1.9M reactions from patents (1976-2016). Predict the reactants needed to synthesize the given product. (1) Given the product [CH3:9][C:10]1([CH3:21])[C:11]2[CH:12]=[N:13][CH:14]=[N:15][C:16]=2[C:17]2[S:8][C:3]3[CH:4]=[CH:5][CH:6]=[CH:7][C:2]=3[NH:1][C:18]=2[C:19]1=[O:24], predict the reactants needed to synthesize it. The reactants are: [NH2:1][C:2]1[CH:7]=[CH:6][CH:5]=[CH:4][C:3]=1[SH:8].[CH3:9][C:10]1([CH3:21])[CH2:19][C:18](=O)[CH2:17][C:16]2[N:15]=[CH:14][N:13]=[CH:12][C:11]1=2.C([OH:24])C. (2) Given the product [Si:1]([O:8][CH2:9][C@:10]1([CH3:30])[S:16][CH2:15][CH2:14][N:13]2[C:17]([C:20]3([C:23]4[CH:28]=[CH:27][C:26]([C:35]5[CH:34]=[N:33][N:32]([CH3:31])[CH:36]=5)=[CH:25][CH:24]=4)[CH2:22][CH2:21]3)=[N:18][N:19]=[C:12]2[CH2:11]1)([C:4]([CH3:7])([CH3:6])[CH3:5])([CH3:3])[CH3:2], predict the reactants needed to synthesize it. The reactants are: [Si:1]([O:8][CH2:9][C@:10]1([CH3:30])[S:16][CH2:15][CH2:14][N:13]2[C:17]([C:20]3([C:23]4[CH:28]=[CH:27][C:26](Cl)=[CH:25][CH:24]=4)[CH2:22][CH2:21]3)=[N:18][N:19]=[C:12]2[CH2:11]1)([C:4]([CH3:7])([CH3:6])[CH3:5])([CH3:3])[CH3:2].[CH3:31][N:32]1[CH:36]=[C:35](B2OC(C)(C)C(C)(C)O2)[CH:34]=[N:33]1.C1(P(C2CCCCC2)C2CCCCC2)CCCCC1.P([O-])([O-])([O-])=O.[K+].[K+].[K+]. (3) Given the product [NH:13]1[C:14]2[CH:19]=[CH:18][CH:17]=[CH:16][C:15]=2[N:11]=[C:12]1[C@H:8]([NH:9][C:10]([NH:33][CH2:32][CH:25]1[C:26]2[C:27](=[CH:28][N:29]=[CH:30][CH:31]=2)[O:23][CH2:24]1)=[O:20])[CH2:7][C:6]1[CH:21]=[CH:22][C:3]([O:2][CH3:1])=[CH:4][CH:5]=1, predict the reactants needed to synthesize it. The reactants are: [CH3:1][O:2][C:3]1[CH:22]=[CH:21][C:6]([CH2:7][C@@H:8]2[C:12]3=[N:13][C:14]4[CH:19]=[CH:18][CH:17]=[CH:16][C:15]=4[N:11]3[C:10](=[O:20])[NH:9]2)=[CH:5][CH:4]=1.[O:23]1[C:27]2=[CH:28][N:29]=[CH:30][CH:31]=[C:26]2[CH:25]([CH2:32][NH2:33])[CH2:24]1.C(O)(C(F)(F)F)=O. (4) The reactants are: [C:1]([O:4][C:5]1[CH:13]=[CH:12][CH:11]=[CH:10][C:6]=1[C:7]([OH:9])=[O:8])(=[O:3])[CH3:2].C(N(CC)CC)C.O[CH2:22][CH2:23][CH2:24][NH:25][C:26](=[O:35])[O:27][CH2:28][C:29]1[CH:34]=[CH:33][CH:32]=[CH:31][CH:30]=1. Given the product [C:1]([O:4][C:5]1[CH:13]=[CH:12][CH:11]=[CH:10][C:6]=1[C:7]([O:9][CH2:22][CH2:23][CH2:24][NH:25][C:26]([O:27][CH2:28][C:29]1[CH:30]=[CH:31][CH:32]=[CH:33][CH:34]=1)=[O:35])=[O:8])(=[O:3])[CH3:2], predict the reactants needed to synthesize it. (5) Given the product [NH2:11][C:12]1[CH:13]=[N:14][CH:15]=[C:16]([CH:20]=1)[C:17]([O:19][CH3:2])=[O:18], predict the reactants needed to synthesize it. The reactants are: N[C:2]1N=C(C(O)=O)C=CC=1.[NH2:11][C:12]1[CH:13]=[N:14][CH:15]=[C:16]([CH:20]=1)[C:17]([OH:19])=[O:18].